From a dataset of Forward reaction prediction with 1.9M reactions from USPTO patents (1976-2016). Predict the product of the given reaction. Given the reactants C([O:3][C:4](=[O:32])[CH2:5][O:6][C:7]1[CH:12]=[CH:11][C:10]([C@@H:13]2[CH2:17][CH2:16][C@H:15]([NH:18][C@@H:19]([C:21]3[C:30]4[C:25](=[CH:26][CH:27]=[CH:28][CH:29]=4)[C:24]([F:31])=[CH:23][CH:22]=3)[CH3:20])[CH2:14]2)=[CH:9][CH:8]=1)C.[OH-].[Na+].Cl, predict the reaction product. The product is: [F:31][C:24]1[C:25]2[C:30](=[CH:29][CH:28]=[CH:27][CH:26]=2)[C:21]([C@H:19]([NH:18][C@H:15]2[CH2:16][CH2:17][C@@H:13]([C:10]3[CH:11]=[CH:12][C:7]([O:6][CH2:5][C:4]([OH:32])=[O:3])=[CH:8][CH:9]=3)[CH2:14]2)[CH3:20])=[CH:22][CH:23]=1.